From a dataset of Full USPTO retrosynthesis dataset with 1.9M reactions from patents (1976-2016). Predict the reactants needed to synthesize the given product. (1) Given the product [OH:2][C:3]1[C:12]2[C:7](=[CH:8][CH:9]=[CH:10][CH:11]=2)[C@@:6]([C:13]([O:15][CH2:16][C@H:17]2[CH2:21][CH2:20][CH2:19][N:18]2[C:47]([O:46][CH3:45])=[O:48])=[O:14])([CH2:22][CH2:23][CH:24]([CH3:26])[CH3:25])[C:5](=[O:27])[C:4]=1[C:28]1[NH:33][C:32]2[CH:34]=[CH:35][C:36]([NH:38][S:39]([CH3:42])(=[O:41])=[O:40])=[CH:37][C:31]=2[S:30](=[O:44])(=[O:43])[N:29]=1, predict the reactants needed to synthesize it. The reactants are: Cl.[OH:2][C:3]1[C:12]2[C:7](=[CH:8][CH:9]=[CH:10][CH:11]=2)[C@:6]([CH2:22][CH2:23][CH:24]([CH3:26])[CH3:25])([C:13]([O:15][CH2:16][C@H:17]2[CH2:21][CH2:20][CH2:19][NH:18]2)=[O:14])[C:5](=[O:27])[C:4]=1[C:28]1[NH:33][C:32]2[CH:34]=[CH:35][C:36]([NH:38][S:39]([CH3:42])(=[O:41])=[O:40])=[CH:37][C:31]=2[S:30](=[O:44])(=[O:43])[N:29]=1.[CH3:45][O:46][C:47](Cl)=[O:48].C(N(CC)CC)C. (2) Given the product [Cl:1][C:2]1[CH:7]=[CH:6][C:5]([C:8]2[N:12]([CH:13]([CH:16]3[CH2:17][CH2:18][CH2:19][CH2:20][CH2:21]3)[CH2:14][O:15][C:29]3[CH:34]=[CH:33][CH:32]=[CH:31][N:30]=3)[C:11]3[CH:22]=[C:23]([F:27])[C:24]([F:26])=[CH:25][C:10]=3[N:9]=2)=[CH:4][CH:3]=1, predict the reactants needed to synthesize it. The reactants are: [Cl:1][C:2]1[CH:7]=[CH:6][C:5]([C:8]2[N:12]([CH:13]([CH:16]3[CH2:21][CH2:20][CH2:19][CH2:18][CH2:17]3)[CH2:14][OH:15])[C:11]3[CH:22]=[C:23]([F:27])[C:24]([F:26])=[CH:25][C:10]=3[N:9]=2)=[CH:4][CH:3]=1.O[C:29]1[CH:34]=[CH:33][CH:32]=[CH:31][N:30]=1.N(C(OC(C)(C)C)=O)=NC(OC(C)(C)C)=O. (3) Given the product [CH2:33]([O:32][C:30](=[O:31])[NH:29][C:11]1([C:14](=[O:28])[NH:15][C:16]2[C:25]3[C:20](=[CH:21][CH:22]=[C:23]([O:26][CH3:27])[N:24]=3)[N:19]=[CH:18][CH:17]=2)[CH2:12][CH2:13][NH:8][CH2:9][CH2:10]1)[CH:34]=[CH2:35], predict the reactants needed to synthesize it. The reactants are: C(OC([N:8]1[CH2:13][CH2:12][C:11]([NH:29][C:30]([O:32][CH2:33][CH:34]=[CH2:35])=[O:31])([C:14](=[O:28])[NH:15][C:16]2[C:25]3[C:20](=[CH:21][CH:22]=[C:23]([O:26][CH3:27])[N:24]=3)[N:19]=[CH:18][CH:17]=2)[CH2:10][CH2:9]1)=O)(C)(C)C. (4) Given the product [CH3:1][O:2][CH2:3][CH2:4][CH2:5][N:6]1[CH:11]=[C:10]([CH2:12][N:13]([CH:38]2[CH2:39][CH2:40]2)[C:14]([CH:16]2[C:21]([C:23]3[CH:28]=[CH:27][C:26]([F:29])=[C:25]([F:30])[CH:24]=3)([OH:22])[CH2:20][CH2:19][NH:18][CH2:17]2)=[O:15])[C:9](=[O:41])[N:8]([CH2:42][CH2:43][CH2:44][O:45][CH3:46])[C:7]1=[O:47], predict the reactants needed to synthesize it. The reactants are: [CH3:1][O:2][CH2:3][CH2:4][CH2:5][N:6]1[CH:11]=[C:10]([CH2:12][N:13]([CH:38]2[CH2:40][CH2:39]2)[C:14]([C@@H:16]2[C@:21]([C:23]3[CH:28]=[CH:27][C:26]([F:29])=[C:25]([F:30])[CH:24]=3)([OH:22])[CH2:20][CH2:19][N:18](C(OC(C)(C)C)=O)[CH2:17]2)=[O:15])[C:9](=[O:41])[N:8]([CH2:42][CH2:43][CH2:44][O:45][CH3:46])[C:7]1=[O:47].Cl.